This data is from Peptide-MHC class I binding affinity with 185,985 pairs from IEDB/IMGT. The task is: Regression. Given a peptide amino acid sequence and an MHC pseudo amino acid sequence, predict their binding affinity value. This is MHC class I binding data. (1) The peptide sequence is RPRHQGVMV. The MHC is HLA-B15:01 with pseudo-sequence HLA-B15:01. The binding affinity (normalized) is 0.0847. (2) The peptide sequence is ILGMLFSDRV. The MHC is HLA-A02:01 with pseudo-sequence HLA-A02:01. The binding affinity (normalized) is 0.737. (3) The peptide sequence is CFLIFHFFL. The MHC is HLA-A29:02 with pseudo-sequence HLA-A29:02. The binding affinity (normalized) is 0.149. (4) The binding affinity (normalized) is 0.0847. The peptide sequence is PSYQLPLPM. The MHC is HLA-B39:01 with pseudo-sequence HLA-B39:01. (5) The peptide sequence is VPPTNSINK. The MHC is HLA-B07:02 with pseudo-sequence HLA-B07:02. The binding affinity (normalized) is 0.0314. (6) The binding affinity (normalized) is 0.357. The MHC is HLA-A02:01 with pseudo-sequence HLA-A02:01. The peptide sequence is SLYSTVATL. (7) The peptide sequence is VLKLRFWLI. The MHC is HLA-B48:01 with pseudo-sequence HLA-B48:01. The binding affinity (normalized) is 0.0847. (8) The peptide sequence is HEALNIALIAVSIIS. The MHC is HLA-B15:01 with pseudo-sequence HLA-B15:01. The binding affinity (normalized) is 0.139.